From a dataset of Catalyst prediction with 721,799 reactions and 888 catalyst types from USPTO. Predict which catalyst facilitates the given reaction. (1) Reactant: Cl.[CH3:2][O:3][C:4](=[O:17])[C@@H:5]([CH2:7][C:8]1[C:16]2[C:11](=[CH:12][CH:13]=[CH:14][CH:15]=2)[NH:10][CH:9]=1)[NH2:6].[CH:18]1[C:23]([CH:24]=O)=[CH:22][C:21]2[O:26][CH2:27][O:28][C:20]=2[CH:19]=1.S([O-])([O-])(=O)=O.[Mg+2].C(=O)(O)[O-].[Na+]. Product: [CH3:2][O:3][C:4]([C@@H:5]1[NH:6][C@H:24]([C:23]2[CH:18]=[CH:19][C:20]3[O:28][CH2:27][O:26][C:21]=3[CH:22]=2)[C:9]2[NH:10][C:11]3[C:16]([C:8]=2[CH2:7]1)=[CH:15][CH:14]=[CH:13][CH:12]=3)=[O:17]. The catalyst class is: 395. (2) Reactant: [CH3:1][N:2]1[C:10]2[C:5](=[CH:6][C:7]([NH:11][CH2:12][C:13]([O:15][C:16]([CH3:19])([CH3:18])[CH3:17])=[O:14])=[CH:8][CH:9]=2)[CH:4]=[CH:3]1.[CH:20]([C:23]1[C:24]([O:42][CH2:43][C:44]2[CH:49]=[CH:48][C:47]([O:50][CH3:51])=[CH:46][CH:45]=2)=[CH:25][C:26]([O:32][CH2:33][C:34]2[CH:39]=[CH:38][C:37]([O:40][CH3:41])=[CH:36][CH:35]=2)=[C:27]([CH:31]=1)[C:28](O)=[O:29])([CH3:22])[CH3:21].C(N=C=NCCCN(C)C)C. Product: [CH:20]([C:23]1[C:24]([O:42][CH2:43][C:44]2[CH:45]=[CH:46][C:47]([O:50][CH3:51])=[CH:48][CH:49]=2)=[CH:25][C:26]([O:32][CH2:33][C:34]2[CH:39]=[CH:38][C:37]([O:40][CH3:41])=[CH:36][CH:35]=2)=[C:27]([CH:31]=1)[C:28]([N:11]([CH2:12][C:13]([O:15][C:16]([CH3:19])([CH3:18])[CH3:17])=[O:14])[C:7]1[CH:6]=[C:5]2[C:10](=[CH:9][CH:8]=1)[N:2]([CH3:1])[CH:3]=[CH:4]2)=[O:29])([CH3:22])[CH3:21]. The catalyst class is: 4. (3) Reactant: Br[C:2]1[CH:26]=[CH:25][C:5]([CH2:6][N:7]2[CH:11]=[CH:10][N:9]=[C:8]2[C:12]2[N:13]([CH2:17][C:18]3[CH:23]=[CH:22][C:21](Br)=[CH:20][CH:19]=3)[CH:14]=[CH:15][N:16]=2)=[CH:4][CH:3]=1.[CH:27]1[C:39]2[NH:38][C:37]3[C:32](=[CH:33][CH:34]=[CH:35][CH:36]=3)[C:31]=2[CH:30]=[CH:29][CH:28]=1.N[CH:41]1[CH2:46][CH2:45][CH2:44][CH2:43][CH:42]1[NH2:47].[O-]P([O-])([O-])=O.[K+].[K+].[K+]. Product: [CH:36]1[C:37]2[N:38]([C:2]3[CH:26]=[CH:25][C:5]([CH2:6][N:7]4[CH:11]=[CH:10][N:9]=[C:8]4[C:12]4[N:13]([CH2:17][C:18]5[CH:23]=[CH:22][C:21]([N:47]6[C:26]7[CH:25]=[CH:5][CH:4]=[CH:3][C:2]=7[C:41]7[C:42]6=[CH:43][CH:44]=[CH:45][CH:46]=7)=[CH:20][CH:19]=5)[CH:14]=[CH:15][N:16]=4)=[CH:4][CH:3]=3)[C:39]3[C:31](=[CH:30][CH:29]=[CH:28][CH:27]=3)[C:32]=2[CH:33]=[CH:34][CH:35]=1. The catalyst class is: 432. (4) Reactant: S([O:6][CH3:7])(OC)(=O)=O.[O-][N+:9]1[CH:14]=[CH:13][CH:12]=[C:11]([F:15])[CH:10]=1.[C-]#N.[Na+].[OH-].[Na+].FC1C(C#N)=NC=CC=1.Cl.[C:31]([NH2:35])([CH3:34])([CH3:33])[CH3:32].CCN=C=NCCCN(C)C.Cl.C1C=CC2N(O)N=NC=2C=1. Product: [C:31]([NH:35][C:7]([C:10]1[C:11]([F:15])=[CH:12][CH:13]=[CH:14][N:9]=1)=[O:6])([CH3:34])([CH3:33])[CH3:32]. The catalyst class is: 6.